Dataset: Forward reaction prediction with 1.9M reactions from USPTO patents (1976-2016). Task: Predict the product of the given reaction. (1) The product is: [NH2:13][C:11]1[CH:10]=[C:9]([NH:16][C:17](=[O:21])[CH:18]([CH3:19])[CH3:20])[CH:8]=[C:7]([N:4]2[CH2:5][CH2:6][O:1][CH2:2][CH2:3]2)[CH:12]=1. Given the reactants [O:1]1[CH2:6][CH2:5][N:4]([C:7]2[CH:8]=[C:9]([NH:16][C:17](=[O:21])[CH:18]([CH3:20])[CH3:19])[CH:10]=[C:11]([N+:13]([O-])=O)[CH:12]=2)[CH2:3][CH2:2]1, predict the reaction product. (2) Given the reactants [NH2:1][C:2]1[C:7]([C:8]([C:10]2[CH:15]=[CH:14][C:13]([Cl:16])=[CH:12][CH:11]=2)=[O:9])=[CH:6][N:5]=[C:4](S(CC)=O)[N:3]=1.[NH2:21][CH:22]1[CH2:27][CH2:26][N:25]([C:28](=[O:30])[CH3:29])[CH2:24][CH2:23]1, predict the reaction product. The product is: [NH2:1][C:2]1[C:7]([C:8](=[O:9])[C:10]2[CH:11]=[CH:12][C:13]([Cl:16])=[CH:14][CH:15]=2)=[CH:6][N:5]=[C:4]([NH:21][CH:22]2[CH2:27][CH2:26][N:25]([C:28](=[O:30])[CH3:29])[CH2:24][CH2:23]2)[N:3]=1. (3) Given the reactants [OH-].[Na+:2].[CH2:3]([CH2:15][NH2:16])[CH2:4][C:5]([P:11]([OH:14])([OH:13])=[O:12])([P:7]([OH:10])([OH:9])=[O:8])[OH:6], predict the reaction product. The product is: [CH2:3]([CH2:15][NH2:16])[CH2:4][C:5]([P:7]([O-:9])([OH:10])=[O:8])([P:11]([OH:14])([OH:13])=[O:12])[OH:6].[Na+:2]. (4) Given the reactants Cl[CH2:2][CH2:3][CH2:4][CH2:5][CH2:6][CH2:7][N:8]1[C:20]2[C:19]3[CH:18]=[CH:17][CH:16]=[CH:15][C:14]=3[N:13]=[C:12]([NH2:21])[C:11]=2[N:10]=[C:9]1[CH3:22].[CH3:23][S-:24].[Na+], predict the reaction product. The product is: [CH3:22][C:9]1[N:8]([CH2:7][CH2:6][CH2:5][CH2:4][CH2:3][CH2:2][S:24][CH3:23])[C:20]2[C:19]3[CH:18]=[CH:17][CH:16]=[CH:15][C:14]=3[N:13]=[C:12]([NH2:21])[C:11]=2[N:10]=1.